From a dataset of Catalyst prediction with 721,799 reactions and 888 catalyst types from USPTO. Predict which catalyst facilitates the given reaction. (1) Reactant: C(OC([N:8]1[CH2:14][CH2:13][C:12]2[C:15]([S:20][CH2:21][CH2:22][CH2:23][C:24](=[O:28])[N:25]([CH3:27])[CH3:26])=[C:16]([Cl:19])[CH:17]=[CH:18][C:11]=2[CH2:10][CH2:9]1)=O)(C)(C)C.Cl.O1CCOCC1. Product: [ClH:19].[Cl:19][C:16]1[CH:17]=[CH:18][C:11]2[CH2:10][CH2:9][NH:8][CH2:14][CH2:13][C:12]=2[C:15]=1[S:20][CH2:21][CH2:22][CH2:23][C:24](=[O:28])[N:25]([CH3:26])[CH3:27]. The catalyst class is: 2. (2) Reactant: [CH:1]([C:4]1[CH:9]=[CH:8][C:7]([C:10]2[C:19]3[C:14](=[CH:15][CH:16]=[C:17]([O:20][CH2:21][C:22]#[CH:23])[CH:18]=3)[CH:13]=[C:12]([C:24]([OH:26])=O)[N:11]=2)=[CH:6][CH:5]=1)([CH3:3])[CH3:2].[NH2:27][C:28]1[CH:29]=[C:30]([S:34]([CH2:37][CH2:38][OH:39])(=[O:36])=[O:35])[CH:31]=[CH:32][CH:33]=1.F[P-](F)(F)(F)(F)F.N1(O[P+](N(C)C)(N(C)C)N(C)C)C2C=CC=CC=2N=N1.CS(C)=O. Product: [OH:39][CH2:38][CH2:37][S:34]([C:30]1[CH:29]=[C:28]([NH:27][C:24]([C:12]2[N:11]=[C:10]([C:7]3[CH:6]=[CH:5][C:4]([CH:1]([CH3:3])[CH3:2])=[CH:9][CH:8]=3)[C:19]3[C:14]([CH:13]=2)=[CH:15][CH:16]=[C:17]([O:20][CH2:21][C:22]#[CH:23])[CH:18]=3)=[O:26])[CH:33]=[CH:32][CH:31]=1)(=[O:35])=[O:36]. The catalyst class is: 1. (3) Reactant: CCN(C(C)C)C(C)C.[Br:10][C:11]1[CH:12]=[C:13]([CH:16]=[CH:17][CH:18]=1)[CH2:14]Br.[CH3:19][NH:20][CH2:21][CH2:22][C:23]#[N:24]. Product: [Br:10][C:11]1[CH:12]=[C:13]([CH:16]=[CH:17][CH:18]=1)[CH2:14][N:20]([CH3:19])[CH2:21][CH2:22][C:23]#[N:24]. The catalyst class is: 3. (4) Reactant: [OH:1][CH2:2][C:3]1[CH:12]=[CH:11][C:10]2[C:5](=[CH:6][C:7]([O:17][CH3:18])=[C:8]([O:15][CH3:16])[C:9]=2[O:13][CH3:14])[CH:4]=1.C1C=CC(N=NC2C=CC(N)=NC=2N)=CC=1.Cl.[Cr](O[Cr]([O-])(=O)=O)([O-])(=O)=O. Product: [CH3:14][O:13][C:9]1[C:8]([O:15][CH3:16])=[C:7]([O:17][CH3:18])[CH:6]=[C:5]2[C:10]=1[CH:11]=[CH:12][C:3]([CH:2]=[O:1])=[CH:4]2. The catalyst class is: 4. (5) Reactant: [CH2:1]([O:8][CH2:9][CH2:10][C:11]([C:13]1[C:14](=[O:25])[NH:15][C:16]2[C:21]([C:22]=1[OH:23])=[CH:20][C:19]([Cl:24])=[CH:18][CH:17]=2)=[O:12])[C:2]1C=CC=CC=1.CC[O-].[Na+].CCO.Cl. Product: [Cl:24][C:19]1[CH:20]=[C:21]2[C:16](=[CH:17][CH:18]=1)[NH:15][C:14](=[O:25])[C:13]([C:11](=[O:12])[CH2:10][CH2:9][O:8][CH2:1][CH3:2])=[C:22]2[OH:23]. The catalyst class is: 8. (6) Reactant: [C:1]([C:4]1[C:9]2=[N:10][C:11]([N:15]3[CH2:20][CH2:19][O:18][CH2:17][CH2:16]3)=[CH:12][C:13](=[O:14])[N:8]2[CH:7]=[C:6]([CH3:21])[CH:5]=1)(=[O:3])[CH3:2].[BH4-].[Na+].O. Product: [OH:3][CH:1]([C:4]1[C:9]2=[N:10][C:11]([N:15]3[CH2:20][CH2:19][O:18][CH2:17][CH2:16]3)=[CH:12][C:13](=[O:14])[N:8]2[CH:7]=[C:6]([CH3:21])[CH:5]=1)[CH3:2]. The catalyst class is: 5.